Predict the reactants needed to synthesize the given product. From a dataset of Full USPTO retrosynthesis dataset with 1.9M reactions from patents (1976-2016). The reactants are: [CH3:1][C:2]1[N:11]=[C:10]([N:12]([C:14]2[CH:19]=[CH:18][C:17]([N:20](C)[C:21](=O)C)=[CH:16][CH:15]=2)[CH3:13])[C:9]2[C:4](=[CH:5][CH:6]=[CH:7][CH:8]=2)[N:3]=1.C(OCC)(=O)C. Given the product [CH3:1][C:2]1[N:11]=[C:10]([N:12]([C:14]2[CH:15]=[CH:16][C:17]([NH:20][CH3:21])=[CH:18][CH:19]=2)[CH3:13])[C:9]2[C:4](=[CH:5][CH:6]=[CH:7][CH:8]=2)[N:3]=1, predict the reactants needed to synthesize it.